This data is from NCI-60 drug combinations with 297,098 pairs across 59 cell lines. The task is: Regression. Given two drug SMILES strings and cell line genomic features, predict the synergy score measuring deviation from expected non-interaction effect. (1) Drug 1: C1=CC(=C2C(=C1NCCNCCO)C(=O)C3=C(C=CC(=C3C2=O)O)O)NCCNCCO. Drug 2: CC1=C(C=C(C=C1)NC(=O)C2=CC=C(C=C2)CN3CCN(CC3)C)NC4=NC=CC(=N4)C5=CN=CC=C5. Cell line: HL-60(TB). Synergy scores: CSS=71.7, Synergy_ZIP=11.1, Synergy_Bliss=10.6, Synergy_Loewe=-25.4, Synergy_HSA=7.83. (2) Drug 1: C1=CC(=CC=C1CCCC(=O)O)N(CCCl)CCCl. Drug 2: CC1C(C(CC(O1)OC2CC(CC3=C2C(=C4C(=C3O)C(=O)C5=CC=CC=C5C4=O)O)(C(=O)C)O)N)O. Cell line: MCF7. Synergy scores: CSS=37.3, Synergy_ZIP=0.261, Synergy_Bliss=2.65, Synergy_Loewe=-5.11, Synergy_HSA=4.59. (3) Drug 1: CNC(=O)C1=CC=CC=C1SC2=CC3=C(C=C2)C(=NN3)C=CC4=CC=CC=N4. Drug 2: C1C(C(OC1N2C=NC(=NC2=O)N)CO)O. Cell line: MDA-MB-435. Synergy scores: CSS=-0.278, Synergy_ZIP=0.340, Synergy_Bliss=5.44, Synergy_Loewe=0.868, Synergy_HSA=1.51. (4) Drug 1: C1=CC(=CC=C1CCCC(=O)O)N(CCCl)CCCl. Drug 2: N.N.Cl[Pt+2]Cl. Cell line: MALME-3M. Synergy scores: CSS=3.73, Synergy_ZIP=-4.81, Synergy_Bliss=-3.72, Synergy_Loewe=-8.61, Synergy_HSA=-6.67. (5) Drug 1: C1=NC2=C(N1)C(=S)N=CN2. Drug 2: C(CCl)NC(=O)N(CCCl)N=O. Cell line: LOX IMVI. Synergy scores: CSS=63.8, Synergy_ZIP=-7.51, Synergy_Bliss=-4.38, Synergy_Loewe=-5.28, Synergy_HSA=-1.83.